This data is from Forward reaction prediction with 1.9M reactions from USPTO patents (1976-2016). The task is: Predict the product of the given reaction. (1) Given the reactants [CH3:1][O:2][C:3]1[CH:4]=[C:5]2[C:10](=[CH:11][C:12]=1[O:13][CH3:14])[N:9]=[CH:8][CH:7]=[C:6]2[O:15][C:16]1[CH:21]=[C:20]([O:22][CH3:23])[CH:19]=[CH:18][C:17]=1[CH:24]([OH:27])[CH2:25][CH3:26].O, predict the reaction product. The product is: [CH3:1][O:2][C:3]1[CH:4]=[C:5]2[C:10](=[CH:11][C:12]=1[O:13][CH3:14])[N:9]=[CH:8][CH:7]=[C:6]2[O:15][C:16]1[CH:21]=[C:20]([O:22][CH3:23])[CH:19]=[CH:18][C:17]=1[C:24](=[O:27])[CH2:25][CH3:26]. (2) Given the reactants [C:1]([C:5]1[CH:6]=[C:7]([NH:11][C:12](=[O:26])[C:13]2[CH:18]=[CH:17][C:16]([N:19]3[CH2:24][CH2:23][NH:22][CH2:21][CH2:20]3)=[C:15]([Cl:25])[CH:14]=2)[CH:8]=[CH:9][CH:10]=1)([CH3:4])([CH3:3])[CH3:2].Br[C:28]1[CH:36]=[CH:35][C:31]([C:32]([OH:34])=[O:33])=[CH:30][CH:29]=1.C(C1C=C(NC(C2C=CC(N3CCN(C4C=CC(C(O)=O)=CC=4)CC3)=C(F)C=2)=O)C=CC=1)(C)(C)C, predict the reaction product. The product is: [C:1]([C:5]1[CH:6]=[C:7]([NH:11][C:12]([C:13]2[CH:18]=[CH:17][C:16]([N:19]3[CH2:20][CH2:21][N:22]([C:28]4[CH:36]=[CH:35][C:31]([C:32]([OH:34])=[O:33])=[CH:30][CH:29]=4)[CH2:23][CH2:24]3)=[C:15]([Cl:25])[CH:14]=2)=[O:26])[CH:8]=[CH:9][CH:10]=1)([CH3:4])([CH3:2])[CH3:3]. (3) Given the reactants [Br:1][C:2]1[N:14]=[C:5]2[CH:6]=[CH:7][CH:8]=[C:9]([C:10]([O:12]C)=[O:11])[N:4]2[N:3]=1.[OH-].[Li+], predict the reaction product. The product is: [Br:1][C:2]1[N:14]=[C:5]2[CH:6]=[CH:7][CH:8]=[C:9]([C:10]([OH:12])=[O:11])[N:4]2[N:3]=1. (4) The product is: [CH3:26][N:18]([CH:15]1[CH2:16][CH2:17][N:12]([C:5]2[C:6]3[C:11](=[CH:10][CH:9]=[CH:8][CH:7]=3)[C:2]([C:32]3[N:28]([CH3:27])[N:29]=[CH:30][CH:31]=3)=[N:3][N:4]=2)[CH2:13][CH2:14]1)[C:19](=[O:25])[O:20][C:21]([CH3:24])([CH3:23])[CH3:22]. Given the reactants Br[C:2]1[C:11]2[C:6](=[CH:7][CH:8]=[CH:9][CH:10]=2)[C:5]([N:12]2[CH2:17][CH2:16][CH:15]([N:18]([CH3:26])[C:19](=[O:25])[O:20][C:21]([CH3:24])([CH3:23])[CH3:22])[CH2:14][CH2:13]2)=[N:4][N:3]=1.[CH3:27][N:28]1[C:32](B2OC(C)(C)C(C)(C)O2)=[CH:31][CH:30]=[N:29]1.C(=O)([O-])[O-].[Na+].[Na+].C1(C)C=CC=CC=1, predict the reaction product.